Regression. Given two drug SMILES strings and cell line genomic features, predict the synergy score measuring deviation from expected non-interaction effect. From a dataset of NCI-60 drug combinations with 297,098 pairs across 59 cell lines. (1) Drug 1: CC1C(C(CC(O1)OC2CC(CC3=C2C(=C4C(=C3O)C(=O)C5=C(C4=O)C(=CC=C5)OC)O)(C(=O)CO)O)N)O.Cl. Drug 2: COC1=C(C=C2C(=C1)N=CN=C2NC3=CC(=C(C=C3)F)Cl)OCCCN4CCOCC4. Cell line: HT29. Synergy scores: CSS=-1.78, Synergy_ZIP=3.25, Synergy_Bliss=5.61, Synergy_Loewe=-0.678, Synergy_HSA=-0.449. (2) Drug 2: CC12CCC3C(C1CCC2OP(=O)(O)O)CCC4=C3C=CC(=C4)OC(=O)N(CCCl)CCCl.[Na+]. Synergy scores: CSS=4.02, Synergy_ZIP=-3.77, Synergy_Bliss=1.25, Synergy_Loewe=-15.5, Synergy_HSA=-3.36. Drug 1: C1C(C(OC1N2C=C(C(=O)NC2=O)F)CO)O. Cell line: MCF7. (3) Drug 1: CC12CCC(CC1=CCC3C2CCC4(C3CC=C4C5=CN=CC=C5)C)O. Drug 2: C1CC(=O)NC(=O)C1N2C(=O)C3=CC=CC=C3C2=O. Cell line: 786-0. Synergy scores: CSS=12.0, Synergy_ZIP=-2.50, Synergy_Bliss=6.55, Synergy_Loewe=-3.36, Synergy_HSA=5.16. (4) Drug 1: CNC(=O)C1=NC=CC(=C1)OC2=CC=C(C=C2)NC(=O)NC3=CC(=C(C=C3)Cl)C(F)(F)F. Drug 2: CN1C2=C(C=C(C=C2)N(CCCl)CCCl)N=C1CCCC(=O)O.Cl. Cell line: HOP-92. Synergy scores: CSS=-4.56, Synergy_ZIP=0.101, Synergy_Bliss=-4.10, Synergy_Loewe=-5.59, Synergy_HSA=-7.39. (5) Drug 1: C1=CN(C(=O)N=C1N)C2C(C(C(O2)CO)O)O.Cl. Drug 2: C1CN(P(=O)(OC1)NCCCl)CCCl. Cell line: BT-549. Synergy scores: CSS=16.2, Synergy_ZIP=-3.04, Synergy_Bliss=-0.989, Synergy_Loewe=-20.3, Synergy_HSA=-1.19. (6) Drug 1: CC1=C(C(=CC=C1)Cl)NC(=O)C2=CN=C(S2)NC3=CC(=NC(=N3)C)N4CCN(CC4)CCO. Drug 2: CC1=C(N=C(N=C1N)C(CC(=O)N)NCC(C(=O)N)N)C(=O)NC(C(C2=CN=CN2)OC3C(C(C(C(O3)CO)O)O)OC4C(C(C(C(O4)CO)O)OC(=O)N)O)C(=O)NC(C)C(C(C)C(=O)NC(C(C)O)C(=O)NCCC5=NC(=CS5)C6=NC(=CS6)C(=O)NCCC[S+](C)C)O. Cell line: CCRF-CEM. Synergy scores: CSS=5.73, Synergy_ZIP=1.20, Synergy_Bliss=5.83, Synergy_Loewe=-2.63, Synergy_HSA=-1.66. (7) Drug 1: CC1=C(C=C(C=C1)NC(=O)C2=CC=C(C=C2)CN3CCN(CC3)C)NC4=NC=CC(=N4)C5=CN=CC=C5. Drug 2: C1=CN(C=N1)CC(O)(P(=O)(O)O)P(=O)(O)O. Cell line: LOX IMVI. Synergy scores: CSS=-7.10, Synergy_ZIP=2.93, Synergy_Bliss=1.44, Synergy_Loewe=-5.70, Synergy_HSA=-4.40.